The task is: Predict which catalyst facilitates the given reaction.. This data is from Catalyst prediction with 721,799 reactions and 888 catalyst types from USPTO. (1) Reactant: [Br:1][C:2]1[CH:7]=[CH:6][C:5]([C:8]2[NH:9][CH:10]=[CH:11][N:12]=2)=[CH:4][CH:3]=1.[H-].[Na+].CS(O[CH2:20][C@@H:21]1[CH2:25][CH2:24][N:23]([C:26]([O:28][C:29]([CH3:32])([CH3:31])[CH3:30])=[O:27])[CH2:22]1)(=O)=O. Product: [Br:1][C:2]1[CH:3]=[CH:4][C:5]([C:8]2[N:12]([CH2:20][C@@H:21]3[CH2:25][CH2:24][N:23]([C:26]([O:28][C:29]([CH3:30])([CH3:32])[CH3:31])=[O:27])[CH2:22]3)[CH:11]=[CH:10][N:9]=2)=[CH:6][CH:7]=1. The catalyst class is: 1. (2) Reactant: [NH2:1][C:2]1[CH:7]=[CH:6][C:5](Br)=[C:4]([C:9]([F:12])([F:11])[F:10])[N:3]=1.[B:13]1([B:13]2[O:17][C:16]([CH3:19])([CH3:18])[C:15]([CH3:21])([CH3:20])[O:14]2)[O:17][C:16]([CH3:19])([CH3:18])[C:15]([CH3:21])([CH3:20])[O:14]1.CC([O-])=O.[K+]. Product: [CH3:20][C:15]1([CH3:21])[C:16]([CH3:19])([CH3:18])[O:17][B:13]([C:5]2[CH:6]=[CH:7][C:2]([NH2:1])=[N:3][C:4]=2[C:9]([F:12])([F:11])[F:10])[O:14]1. The catalyst class is: 368. (3) Reactant: [CH3:1][C:2]1[C:3]([C:13](OCC)=[O:14])=[N:4][N:5]([C:7]2[CH:12]=[CH:11][CH:10]=[CH:9][CH:8]=2)[CH:6]=1.CC(C[AlH]CC(C)C)C.OS([O-])(=O)=O.[K+]. Product: [CH3:1][C:2]1[C:3]([CH2:13][OH:14])=[N:4][N:5]([C:7]2[CH:12]=[CH:11][CH:10]=[CH:9][CH:8]=2)[CH:6]=1. The catalyst class is: 11. (4) Reactant: [Br:1][C:2]1[C:7]([F:8])=[CH:6][C:5]([CH2:9][OH:10])=[C:4]([Cl:11])[CH:3]=1.[Cl-].[C:13]([SiH:17]([CH3:19])[CH3:18])([CH3:16])([CH3:15])[CH3:14].N1C=CN=C1. Product: [Br:1][C:2]1[C:7]([F:8])=[CH:6][C:5]([CH2:9][O:10][Si:17]([C:13]([CH3:16])([CH3:15])[CH3:14])([CH3:19])[CH3:18])=[C:4]([Cl:11])[CH:3]=1. The catalyst class is: 42. (5) Reactant: [Cl:1][C:2]1[CH:11]=[CH:10][C:9]([OH:12])=[C:8]2[C:3]=1[CH:4]=[CH:5][CH:6]=[N:7]2.C(Cl)Cl.C(N(CC)CC)C.[F:23][C:24]([F:37])([F:36])[S:25](O[S:25]([C:24]([F:37])([F:36])[F:23])(=[O:27])=[O:26])(=[O:27])=[O:26]. Product: [Cl:1][C:2]1[CH:11]=[CH:10][C:9]([O:12][S:25]([C:24]([F:37])([F:36])[F:23])(=[O:27])=[O:26])=[C:8]2[C:3]=1[CH:4]=[CH:5][CH:6]=[N:7]2. The catalyst class is: 805. (6) Reactant: [NH2:1][CH:2]([C:10]([N:12]1[CH2:17][CH2:16][CH2:15][CH2:14][CH:13]1[C:18](=[O:35])[NH:19][CH:20]([C:32](=[O:34])[NH2:33])[CH2:21][C:22]1[CH:31]=[CH:30][C:29]2[C:24](=[CH:25][CH:26]=[CH:27][CH:28]=2)[CH:23]=1)=[O:11])[CH2:3][S:4][CH2:5][P:6](=[O:9])([OH:8])[OH:7].Cl[C:37]([O:39][CH2:40][C:41]1[CH:46]=[CH:45][CH:44]=[CH:43][CH:42]=1)=[O:38].CCN(C(C)C)C(C)C. Product: [CH2:40]([O:39][C:37]([NH:1][CH:2]([C:10]([N:12]1[CH2:17][CH2:16][CH2:15][CH2:14][CH:13]1[C:18](=[O:35])[NH:19][CH:20]([C:32](=[O:34])[NH2:33])[CH2:21][C:22]1[CH:31]=[CH:30][C:29]2[C:24](=[CH:25][CH:26]=[CH:27][CH:28]=2)[CH:23]=1)=[O:11])[CH2:3][S:4][CH2:5][P:6](=[O:8])([OH:7])[OH:9])=[O:38])[C:41]1[CH:46]=[CH:45][CH:44]=[CH:43][CH:42]=1. The catalyst class is: 2. (7) Reactant: [OH:1][C:2]1[CH:18]=[CH:17][C:5]([O:6][CH2:7][C:8]([NH:10][C:11]2[CH:16]=[CH:15][CH:14]=[CH:13][CH:12]=2)=O)=[CH:4][CH:3]=1.[H-].[H-].[H-].[H-].[Li+].[Al+3]. Product: [C:11]1([NH:10][CH2:8][CH2:7][O:6][C:5]2[CH:4]=[CH:3][C:2]([OH:1])=[CH:18][CH:17]=2)[CH:12]=[CH:13][CH:14]=[CH:15][CH:16]=1. The catalyst class is: 1. (8) Reactant: Br[C:2]1[CH:3]=[C:4]2[C:9](=[CH:10][CH:11]=1)[N:8]=[C:7]([Cl:12])[N:6]=[C:5]2[NH:13][CH2:14][C:15]1[CH:20]=[CH:19][CH:18]=[C:17]([C:21]([F:24])([F:23])[F:22])[CH:16]=1.[Li+].C[Si]([N-][Si](C)(C)C)(C)C.[Li]CCCC.[Cl:40][C:41]1[CH:46]=[CH:45][C:44]([C:47]([C:49]2[CH:54]=[CH:53][C:52]([Cl:55])=[CH:51][CH:50]=2)=[O:48])=[CH:43][CH:42]=1. Product: [Cl:12][C:7]1[N:6]=[C:5]([NH:13][CH2:14][C:15]2[CH:20]=[CH:19][CH:18]=[C:17]([C:21]([F:24])([F:23])[F:22])[CH:16]=2)[C:4]2[C:9](=[CH:10][CH:11]=[C:2]([C:47]([C:44]3[CH:45]=[CH:46][C:41]([Cl:40])=[CH:42][CH:43]=3)([C:49]3[CH:50]=[CH:51][C:52]([Cl:55])=[CH:53][CH:54]=3)[OH:48])[CH:3]=2)[N:8]=1. The catalyst class is: 7. (9) Reactant: [CH3:1][O:2][C:3]1[CH:4]=[C:5]([CH:8]=[CH:9][C:10]=1[O:11][CH3:12])[CH:6]=O.[C:13]([O-:16])(=[O:15])[CH3:14].[NH4+:17].C(O)(=O)CC(O)=O. Product: [NH2:17][CH:6]([C:5]1[CH:8]=[CH:9][C:10]([O:11][CH3:12])=[C:3]([O:2][CH3:1])[CH:4]=1)[CH2:14][C:13]([OH:16])=[O:15]. The catalyst class is: 8. (10) Reactant: [H-].[Na+].[Br:3][C:4]1[CH:11]=[CH:10][C:7]([CH2:8][OH:9])=[CH:6][CH:5]=1.Br[CH2:13][C:14]([OH:16])=[O:15].CO. Product: [Br:3][C:4]1[CH:11]=[CH:10][C:7]([CH2:8][O:9][CH2:13][C:14]([OH:16])=[O:15])=[CH:6][CH:5]=1. The catalyst class is: 20.